Regression. Given two drug SMILES strings and cell line genomic features, predict the synergy score measuring deviation from expected non-interaction effect. From a dataset of NCI-60 drug combinations with 297,098 pairs across 59 cell lines. (1) Drug 1: C1=C(C(=O)NC(=O)N1)F. Drug 2: C1C(C(OC1N2C=NC3=C2NC=NCC3O)CO)O. Cell line: SNB-75. Synergy scores: CSS=23.2, Synergy_ZIP=-3.42, Synergy_Bliss=-1.46, Synergy_Loewe=-0.771, Synergy_HSA=0.155. (2) Drug 1: C1=NC2=C(N=C(N=C2N1C3C(C(C(O3)CO)O)F)Cl)N. Drug 2: CC1CCC2CC(C(=CC=CC=CC(CC(C(=O)C(C(C(=CC(C(=O)CC(OC(=O)C3CCCCN3C(=O)C(=O)C1(O2)O)C(C)CC4CCC(C(C4)OC)OCCO)C)C)O)OC)C)C)C)OC. Cell line: M14. Synergy scores: CSS=-2.33, Synergy_ZIP=-0.457, Synergy_Bliss=1.95, Synergy_Loewe=-3.43, Synergy_HSA=-2.43.